This data is from Forward reaction prediction with 1.9M reactions from USPTO patents (1976-2016). The task is: Predict the product of the given reaction. Given the reactants C(=O)(O)O.[NH2:5][NH:6][C:7]([NH2:9])=[NH:8].[Cl:10][C:11]1[C:20]([Cl:21])=[CH:19][CH:18]=[CH:17][C:12]=1[C:13]([C:15]#[N:16])=O, predict the reaction product. The product is: [Cl:10][C:11]1[C:20]([Cl:21])=[CH:19][CH:18]=[CH:17][C:12]=1/[C:13](=[N:5]/[NH:6][C:7]([NH2:9])=[NH:8])/[C:15]#[N:16].